This data is from Forward reaction prediction with 1.9M reactions from USPTO patents (1976-2016). The task is: Predict the product of the given reaction. (1) Given the reactants [Cl:1][C:2]1[C:3](=[O:32])[N:4]([CH2:20][CH2:21][C:22]2[CH:31]=[CH:30][C:25]([C:26]([O:28][CH3:29])=[O:27])=[CH:24][CH:23]=2)[C:5](/[CH:9]=[CH:10]/[C:11]2[CH:16]=[CH:15][CH:14]=[C:13]([CH2:17][CH2:18][CH3:19])[CH:12]=2)=[C:6]([Cl:8])[CH:7]=1.C[N+]1([O-])CC[O:37]CC1.CC(O)C.C(OCC)(=O)C.[OH2:51], predict the reaction product. The product is: [Cl:1][C:2]1[C:3](=[O:32])[N:4]([CH2:20][CH2:21][C:22]2[CH:23]=[CH:24][C:25]([C:26]([O:28][CH3:29])=[O:27])=[CH:30][CH:31]=2)[C:5]([C:9](=[O:37])[C:10](=[O:51])[C:11]2[CH:16]=[CH:15][CH:14]=[C:13]([CH2:17][CH2:18][CH3:19])[CH:12]=2)=[C:6]([Cl:8])[CH:7]=1. (2) Given the reactants [CH:1]1([N:6]2[CH2:11][CH2:10][N:9]([C:12]([C:14]3[CH:15]=[C:16]4[C:20](=[CH:21][CH:22]=3)[NH:19][C:18]([C:23]([OH:25])=O)=[CH:17]4)=[O:13])[CH2:8][CH2:7]2)[CH2:5][CH2:4][CH2:3][CH2:2]1.Cl.F[B-](F)(F)F.N1(OC(N(C)C)=[N+](C)C)C2C=CC=CC=2N=N1.[F:49][C:50]([F:58])([F:57])[CH:51]1[CH2:56][CH2:55][NH:54][CH2:53][CH2:52]1.C(N(CC)C(C)C)(C)C, predict the reaction product. The product is: [CH:1]1([N:6]2[CH2:7][CH2:8][N:9]([C:12]([C:14]3[CH:15]=[C:16]4[C:20](=[CH:21][CH:22]=3)[NH:19][C:18]([C:23]([N:54]3[CH2:55][CH2:56][CH:51]([C:50]([F:58])([F:57])[F:49])[CH2:52][CH2:53]3)=[O:25])=[CH:17]4)=[O:13])[CH2:10][CH2:11]2)[CH2:5][CH2:4][CH2:3][CH2:2]1. (3) Given the reactants [NH:1]1[CH:5]=[CH:4][CH:3]=[CH:2]1.[C:6](Cl)([CH3:9])([CH3:8])[CH3:7], predict the reaction product. The product is: [C:6]([C:2]1[NH:1][CH:5]=[CH:4][CH:3]=1)([CH3:9])([CH3:8])[CH3:7].